Dataset: Full USPTO retrosynthesis dataset with 1.9M reactions from patents (1976-2016). Task: Predict the reactants needed to synthesize the given product. (1) Given the product [NH2:1][C:2]1[N:7]=[CH:6][C:5]([C:8]2[CH:9]=[C:10]([CH2:14][OH:15])[CH:11]=[CH:12][CH:13]=2)=[N:4][C:3]=1[C:16]1[NH:26][N:25]=[C:23]([C:19]2[S:18][CH:22]=[CH:21][CH:20]=2)[N:17]=1, predict the reactants needed to synthesize it. The reactants are: [NH2:1][C:2]1[C:3]([C:16]#[N:17])=[N:4][C:5]([C:8]2[CH:13]=[CH:12][CH:11]=[C:10]([CH2:14][OH:15])[CH:9]=2)=[CH:6][N:7]=1.[S:18]1[CH:22]=[CH:21][CH:20]=[C:19]1[C:23]([NH:25][NH2:26])=O.C[O-].[Na+]. (2) The reactants are: [NH2:1][S:2]([C:5]1[CH:6]=[C:7]([CH:11]=[CH:12][CH:13]=1)C(O)=O)(=[O:4])=[O:3].[ClH:14].CN(C)[CH2:17][CH2:18][CH2:19][N:20]=C=NCC.O[N:27]1[C:31]2[CH:32]=[CH:33][CH:34]=[CH:35][C:30]=2N=N1.Cl.CNOC.S([O-])(O)(=O)=O.[K+]. Given the product [NH2:27][C:31]1[CH:32]=[CH:33][C:34]([C:19](=[N:20][OH:3])[CH2:18][CH3:17])=[CH:35][CH:30]=1.[ClH:14].[NH2:1][S:2]([C:5]1[CH:13]=[C:12]([CH:19]([NH2:20])[CH2:18][CH3:17])[CH:11]=[CH:7][CH:6]=1)(=[O:4])=[O:3], predict the reactants needed to synthesize it. (3) Given the product [C:32]([C:31]1[CH:34]=[CH:35][C:28]([NH:27][C:2]2[CH:7]=[C:6]([O:8][C:9]3[C:18]4[C:13](=[CH:14][CH:15]=[CH:16][CH:17]=4)[C:12]([NH:19][C:20](=[O:26])[O:21][C:22]([CH3:24])([CH3:23])[CH3:25])=[CH:11][CH:10]=3)[CH:5]=[CH:4][N:3]=2)=[CH:29][C:30]=1[O:36][CH3:37])#[N:33], predict the reactants needed to synthesize it. The reactants are: Cl[C:2]1[CH:7]=[C:6]([O:8][C:9]2[C:18]3[C:13](=[CH:14][CH:15]=[CH:16][CH:17]=3)[C:12]([NH:19][C:20](=[O:26])[O:21][C:22]([CH3:25])([CH3:24])[CH3:23])=[CH:11][CH:10]=2)[CH:5]=[CH:4][N:3]=1.[NH2:27][C:28]1[CH:35]=[CH:34][C:31]([C:32]#[N:33])=[C:30]([O:36][CH3:37])[CH:29]=1.CC(C1C=C(C(C)C)C(C2C(P(C3CCCCC3)C3CCCCC3)=C(OC)C=CC=2OC)=C(C(C)C)C=1)C.CC([O-])(C)C.[Na+].